This data is from Catalyst prediction with 721,799 reactions and 888 catalyst types from USPTO. The task is: Predict which catalyst facilitates the given reaction. (1) Reactant: [N:1]([CH2:4][C@H:5]([CH3:29])[C@H:6]([C@H:15]1[CH2:19][O:18]C(C)(C)[N:16]1[C:22]([O:24][C:25]([CH3:28])([CH3:27])[CH3:26])=[O:23])[O:7][Si:8]([C:11]([CH3:14])([CH3:13])[CH3:12])([CH3:10])[CH3:9])=[N+:2]=[N-:3].C1(C)C=CC(S([O-])(=O)=O)=CC=1.[NH+]1C=CC=CC=1.CCN(C(C)C)C(C)C.C(OC(OC(C)(C)C)=O)(OC(C)(C)C)=O. Product: [N:1]([CH2:4][C@H:5]([CH3:29])[C@@H:6]([O:7][Si:8]([C:11]([CH3:14])([CH3:13])[CH3:12])([CH3:9])[CH3:10])[C@H:15]([NH:16][C:22](=[O:23])[O:24][C:25]([CH3:28])([CH3:26])[CH3:27])[CH2:19][OH:18])=[N+:2]=[N-:3]. The catalyst class is: 14. (2) Reactant: [CH3:1][O:2][C:3]([CH:5]1[CH2:10][NH:9][CH2:8][CH2:7][N:6]1[C:11](=[O:21])[CH:12]=[CH:13][C:14]1[CH:19]=[CH:18][CH:17]=[C:16]([Cl:20])[CH:15]=1)=[O:4].Cl[C:23]1[C:24]([C:29]#[N:30])=[N:25][CH:26]=[CH:27][N:28]=1.C(N(CC)CC)C. Product: [CH3:1][O:2][C:3]([CH:5]1[N:6]([C:11](=[O:21])[CH:12]=[CH:13][C:14]2[CH:19]=[CH:18][CH:17]=[C:16]([Cl:20])[CH:15]=2)[CH2:7][CH2:8][N:9]([C:23]2[C:24]([C:29]#[N:30])=[N:25][CH:26]=[CH:27][N:28]=2)[CH2:10]1)=[O:4]. The catalyst class is: 10.